Dataset: Full USPTO retrosynthesis dataset with 1.9M reactions from patents (1976-2016). Task: Predict the reactants needed to synthesize the given product. (1) Given the product [CH:18]1([C:16]([NH:15][C:13]2[N:14]=[C:9]3[CH:8]=[CH:7][C:6]([O:5][C:4]4[CH:3]=[C:2]([NH:1][C:34]([C:32]5[S:33][C:29]([S:26]([CH2:24][CH3:25])(=[O:28])=[O:27])=[CH:30][CH:31]=5)=[O:35])[CH:23]=[CH:22][CH:21]=4)=[N:11][N:10]3[CH:12]=2)=[O:17])[CH2:20][CH2:19]1, predict the reactants needed to synthesize it. The reactants are: [NH2:1][C:2]1[CH:3]=[C:4]([CH:21]=[CH:22][CH:23]=1)[O:5][C:6]1[CH:7]=[CH:8][C:9]2[N:10]([CH:12]=[C:13]([NH:15][C:16]([CH:18]3[CH2:20][CH2:19]3)=[O:17])[N:14]=2)[N:11]=1.[CH2:24]([S:26]([C:29]1[S:33][C:32]([C:34](O)=[O:35])=[CH:31][CH:30]=1)(=[O:28])=[O:27])[CH3:25].Cl.CN(C)CCCN=C=NCC.ON1C2C=CC=CC=2N=N1. (2) Given the product [Cl:29][C:28]1[C:23]([N:16]2[CH2:17][CH2:18][C:19]3[C:10]([NH:9][C:6]4[CH:5]=[CH:4][C:3]([C:2]([F:1])([F:20])[F:21])=[CH:8][CH:7]=4)=[N:11][CH:12]=[CH:13][C:14]=3[CH2:15]2)=[N:24][CH:25]=[CH:26][CH:27]=1, predict the reactants needed to synthesize it. The reactants are: [F:1][C:2]([F:21])([F:20])[C:3]1[CH:8]=[CH:7][C:6]([NH:9][C:10]2[C:19]3[CH2:18][CH2:17][NH:16][CH2:15][C:14]=3[CH:13]=[CH:12][N:11]=2)=[CH:5][CH:4]=1.Cl[C:23]1[C:28]([Cl:29])=[CH:27][CH:26]=[CH:25][N:24]=1.C(N(CC)C(C)C)(C)C. (3) Given the product [Br:1][C:2]1[C:3]([OH:20])=[C:4]([C:10]2[N:11]=[C:12]([C:15]([OH:17])=[O:16])[S:13][CH:14]=2)[CH:5]=[C:6]([Br:9])[C:7]=1[OH:8], predict the reactants needed to synthesize it. The reactants are: [Br:1][C:2]1[C:3]([OH:20])=[C:4]([C:10]2[N:11]=[C:12]([C:15]([O:17]CC)=[O:16])[S:13][CH:14]=2)[CH:5]=[C:6]([Br:9])[C:7]=1[OH:8].CO.O.[OH-].[Li+].Cl. (4) Given the product [CH3:1][O:2][C:3]([C:5]1[CH:6]=[C:7]2[C:12](=[CH:13][CH:14]=1)[NH:11][CH:10]([C:15]1[CH:20]=[CH:19][CH:18]=[C:17]([O:21][CH3:22])[CH:16]=1)[C:9]([CH3:24])([CH3:23])[CH2:8]2)=[O:4], predict the reactants needed to synthesize it. The reactants are: [CH3:1][O:2][C:3]([C:5]1[CH:6]=[C:7]2[C:12](=[CH:13][CH:14]=1)[NH:11][CH:10]([C:15]1[CH:20]=[CH:19][CH:18]=[C:17]([O:21][CH3:22])[CH:16]=1)[C:9]([CH3:24])([CH3:23])[CH:8]2O)=[O:4].C([SiH](CC)CC)C.FC(F)(F)C(O)=O. (5) The reactants are: [CH:1]([C:4]1[C:12]2[C:7](=[CH:8][N:9]=[C:10]([C:13]([OH:15])=O)[CH:11]=2)[O:6][CH:5]=1)([CH3:3])[CH3:2].CC1[C:25]2[C:20](=[CH:21][N:22]=[C:23]([C:26](O)=O)[CH:24]=2)OC=1.[Cl:29]CC=C(C)C.[Cl:35]C1C(O)=C(I)C=C(CO)[N:37]=1. Given the product [ClH:29].[ClH:35].[C@H:20]12[NH:22][C@H:23]([CH2:26][CH2:21]1)[CH2:24][C@H:25]2[NH:37][C:13]([C:10]1[CH:11]=[C:12]2[C:4]([CH:1]([CH3:2])[CH3:3])=[CH:5][O:6][C:7]2=[CH:8][N:9]=1)=[O:15], predict the reactants needed to synthesize it. (6) Given the product [C:10]([N:5]1[C:4]2[C:3](=[C:2]([Br:1])[CH:8]=[CH:7][CH:6]=2)[CH:9]=[N:22]1)(=[O:13])[CH3:11], predict the reactants needed to synthesize it. The reactants are: [Br:1][C:2]1[C:3]([CH3:9])=[C:4]([CH:6]=[CH:7][CH:8]=1)[NH2:5].[C:10]([O-:13])(=O)[CH3:11].[K+].C(OC(=O)C)(=O)C.[N:22](OCCC(C)C)=O. (7) Given the product [ClH:24].[Cl:24][C:25]1[CH:44]=[CH:43][C:28]([NH:29][C:30]2[C:39]3[C:34](=[CH:35][C:36]([O:23][CH2:22]/[CH:21]=[CH:20]/[CH2:19][N:16]4[CH2:17][CH2:18][O:13][CH2:14][CH2:15]4)=[C:37]([O:40][CH3:41])[CH:38]=3)[N:33]=[CH:32][N:31]=2)=[C:27]([F:45])[CH:26]=1, predict the reactants needed to synthesize it. The reactants are: N(C(OCC)=O)=NC(OCC)=O.[O:13]1[CH2:18][CH2:17][N:16]([CH2:19]/[CH:20]=[CH:21]/[CH2:22][OH:23])[CH2:15][CH2:14]1.[Cl:24][C:25]1[CH:44]=[CH:43][C:28]([NH:29][C:30]2[C:39]3[C:34](=[CH:35][C:36](O)=[C:37]([O:40][CH3:41])[CH:38]=3)[N:33]=[CH:32][N:31]=2)=[C:27]([F:45])[CH:26]=1.C1(P(C2C=CC=CC=2)C2C=CC=CC=2)C=CC=CC=1.CCOCC.O1CCN(C/C=C/CO)CC1. (8) Given the product [F:18][C:2]1([F:1])[C:11]2[C:6](=[CH:7][CH:8]=[C:9]([F:12])[CH:10]=2)[C@H:5]([CH:14]([CH3:16])[CH3:15])[C:4](=[O:17])[CH2:3]1, predict the reactants needed to synthesize it. The reactants are: [F:1][C:2]1([F:18])[C:11]2[C:6](=[CH:7][CH:8]=[C:9]([F:12])[CH:10]=2)[C:5]([CH:14]([CH3:16])[CH3:15])(O)[CH:4]([OH:17])[CH2:3]1.C1COCC1.[Si](OC1CC(F)(F)C2C(=CC=C(F)C=2)C1=O)(C(C)(C)C)(C)C.F.